Dataset: Full USPTO retrosynthesis dataset with 1.9M reactions from patents (1976-2016). Task: Predict the reactants needed to synthesize the given product. (1) Given the product [Cl:14][C:6]1[CH:7]=[C:8]([C:10]([F:13])([F:12])[F:11])[CH:9]=[C:4]([Cl:3])[C:5]=1[N:15]1[C:19]([N:20]([C:37]([O:39][CH2:40][CH3:41])=[O:38])[CH2:21][CH2:22][CH2:23][S:24][CH2:25][CH3:26])=[C:18]([S:27]([C:30]([F:33])([F:32])[F:31])(=[O:28])=[O:29])[C:17]([C:34]#[N:35])=[N:16]1, predict the reactants needed to synthesize it. The reactants are: [H-].[Na+].[Cl:3][C:4]1[CH:9]=[C:8]([C:10]([F:13])([F:12])[F:11])[CH:7]=[C:6]([Cl:14])[C:5]=1[N:15]1[C:19]([NH:20][CH2:21][CH2:22][CH2:23][S:24][CH2:25][CH3:26])=[C:18]([S:27]([C:30]([F:33])([F:32])[F:31])(=[O:29])=[O:28])[C:17]([C:34]#[N:35])=[N:16]1.Cl[C:37]([O:39][CH2:40][CH3:41])=[O:38].[Cl-].[NH4+]. (2) Given the product [CH:39]([C:27]1=[N:28][NH:29][C:30](=[O:31])/[C:26]/1=[C:11]1\[NH:12][C:13]2[C:18]([C:9]([S:8][C:5]3[CH:6]=[CH:7][C:2]([NH:1][S:44]([CH2:42][CH3:43])(=[O:46])=[O:45])=[CH:3][CH:4]=3)=[CH:10]\1)=[CH:17][CH:16]=[CH:15][CH:14]=2)([CH3:41])[CH3:40], predict the reactants needed to synthesize it. The reactants are: [NH2:1][C:2]1[CH:7]=[CH:6][C:5]([S:8][C:9]2[C:18]3[C:13](=[CH:14][CH:15]=[CH:16][CH:17]=3)[N:12](C(OC(C)(C)C)=O)/[C:11](=[C:26]3/[C:27]([CH:39]([CH3:41])[CH3:40])=[N:28][N:29](C(OC(C)(C)C)=O)[C:30]/3=[O:31])/[CH:10]=2)=[CH:4][CH:3]=1.[CH2:42]([S:44](Cl)(=[O:46])=[O:45])[CH3:43]. (3) Given the product [O:10]1[CH2:11][CH2:12][O:13][C:9]21[CH:6]1[CH2:7][CH2:8][CH:1]2[CH2:2][CH:3]=[CH:4][CH2:5]1, predict the reactants needed to synthesize it. The reactants are: [CH:1]12[C:9](=[O:10])[CH:6]([CH2:7][CH2:8]1)[CH2:5][CH:4]=[CH:3][CH2:2]2.[CH2:11](O)[CH2:12][OH:13]. (4) Given the product [Cl:27][C:16]1[N:14]2[CH:15]=[C:10]([S:7]([C:1]3[CH:6]=[CH:5][CH:4]=[CH:3][CH:2]=3)(=[O:9])=[O:8])[CH:11]=[CH:12][C:13]2=[N:18][N:17]=1, predict the reactants needed to synthesize it. The reactants are: [C:1]1([S:7]([C:10]2[CH:11]=[CH:12][C:13]3[N:14]([C:16](=O)[NH:17][N:18]=3)[CH:15]=2)(=[O:9])=[O:8])[CH:6]=[CH:5][CH:4]=[CH:3][CH:2]=1.C([O-])(O)=O.[Na+].O=P(Cl)(Cl)[Cl:27].